Predict the product of the given reaction. From a dataset of Forward reaction prediction with 1.9M reactions from USPTO patents (1976-2016). (1) Given the reactants [CH3:1][O:2][C:3]1[CH:17]=[CH:16][C:6]([CH2:7]P(=O)(OCC)OCC)=[CH:5][CH:4]=1.[C:18]1([CH3:40])[CH:23]=[CH:22][C:21]([N:24]([C:33]2[CH:38]=[CH:37][C:36]([CH3:39])=[CH:35][CH:34]=2)[C:25]2[CH:32]=[CH:31][C:28]([CH:29]=O)=[CH:27][CH:26]=2)=[CH:20][CH:19]=1.C(O[K])(C)(C)C.O, predict the reaction product. The product is: [CH3:1][O:2][C:3]1[CH:4]=[CH:5][C:6]([CH:7]=[CH:39][C:36]2[CH:35]=[CH:34][C:33]([N:24]([C:25]3[CH:32]=[CH:31][C:28]([CH3:29])=[CH:27][CH:26]=3)[C:21]3[CH:22]=[CH:23][C:18]([CH3:40])=[CH:19][CH:20]=3)=[CH:38][CH:37]=2)=[CH:16][CH:17]=1. (2) Given the reactants [S:1]([O-:6])(O[O-])(=O)=[O:2].[K+].[K+].[F:9][C:10]([F:53])([F:52])[C:11]1[CH:12]=[C:13]([C@H:21]2[O:25][C:24](=[O:26])[N:23]([CH2:27][C:28]3[C:33]([C:34]4[C:35]([O:47][CH3:48])=[N:36][CH:37]=[C:38]([C:40]([OH:46])([CH3:45])[C:41]([F:44])([F:43])[F:42])[CH:39]=4)=[CH:32][N:31]=[C:30](SC)[N:29]=3)[C@H:22]2[CH3:51])[CH:14]=[C:15]([C:17]([F:20])([F:19])[F:18])[CH:16]=1.[C:54](#N)C, predict the reaction product. The product is: [F:20][C:17]([F:18])([F:19])[C:15]1[CH:14]=[C:13]([C@H:21]2[O:25][C:24](=[O:26])[N:23]([CH2:27][C:28]3[C:33]([C:34]4[C:35]([O:47][CH3:48])=[N:36][CH:37]=[C:38]([C:40]([OH:46])([CH3:45])[C:41]([F:44])([F:43])[F:42])[CH:39]=4)=[CH:32][N:31]=[C:30]([S:1]([CH3:54])(=[O:6])=[O:2])[N:29]=3)[C@H:22]2[CH3:51])[CH:12]=[C:11]([C:10]([F:53])([F:52])[F:9])[CH:16]=1. (3) Given the reactants [OH:1][CH:2]([CH3:14])[CH2:3][C:4]1[NH:8][N:7]=[C:6]([C:9]([O:11][CH2:12][CH3:13])=[O:10])[CH:5]=1.C([O-])([O-])=O.[Cs+].[Cs+].[CH3:21][Si:22]([CH2:25][CH2:26][O:27][CH2:28]Cl)([CH3:24])[CH3:23], predict the reaction product. The product is: [OH:1][CH:2]([CH3:14])[CH2:3][C:4]1[N:8]([CH2:28][O:27][CH2:26][CH2:25][Si:22]([CH3:24])([CH3:23])[CH3:21])[N:7]=[C:6]([C:9]([O:11][CH2:12][CH3:13])=[O:10])[CH:5]=1. (4) Given the reactants C[Mg]Br.[CH2:4](OCC)C.[F:9][C:10]1[CH:15]=[CH:14][C:13]([N:16]2[CH2:21][CH2:20][N:19]3[N:22]=[C:23]([CH:25]=[O:26])[CH:24]=[C:18]3[C:17]2=[O:27])=[CH:12][CH:11]=1.[NH4+].[Cl-], predict the reaction product. The product is: [F:9][C:10]1[CH:15]=[CH:14][C:13]([N:16]2[CH2:21][CH2:20][N:19]3[N:22]=[C:23]([CH:25]([OH:26])[CH3:4])[CH:24]=[C:18]3[C:17]2=[O:27])=[CH:12][CH:11]=1. (5) Given the reactants [C:1]([C:3]1[C:4]([C:9]2[CH:14]=[CH:13][CH:12]=[CH:11][CH:10]=2)=[N:5][O:6][C:7]=1[CH3:8])#[CH:2].Cl[C:16]1[CH:25]=[N:24][C:23]2[C:18](=[CH:19][CH:20]=[CH:21][CH:22]=2)[N:17]=1, predict the reaction product. The product is: [CH3:8][C:7]1[O:6][N:5]=[C:4]([C:9]2[CH:14]=[CH:13][CH:12]=[CH:11][CH:10]=2)[C:3]=1[C:1]#[C:2][C:16]1[CH:25]=[N:24][C:23]2[C:18](=[CH:19][CH:20]=[CH:21][CH:22]=2)[N:17]=1. (6) Given the reactants C([NH:20][C@H:21]([C:25]([O:27][CH2:28][CH:29]([CH2:69][O:70][C:71](=[O:89])[CH2:72][CH2:73][CH2:74][CH2:75][CH2:76][CH2:77][CH2:78][CH2:79][CH2:80][CH2:81][CH2:82][CH2:83][CH2:84][CH2:85][CH2:86][CH2:87][CH3:88])[CH2:30][CH2:31][CH2:32][C:33]([O:35][CH:36]([CH2:53][O:54][C:55]1[CH:64]=[CH:63][CH:62]=[C:61]2[C:56]=1[C:57](=[O:68])[CH:58]=[C:59]([C:65]([OH:67])=[O:66])[O:60]2)[CH2:37][O:38][C:39]1[CH:48]=[CH:47][CH:46]=[C:45]2[C:40]=1[C:41](=[O:52])[CH:42]=[C:43]([C:49]([OH:51])=[O:50])[O:44]2)=[O:34])=[O:26])[CH:22]([CH3:24])[CH3:23])(C1C=CC=CC=1)(C1C=CC=CC=1)C1C=CC=CC=1.C(O)(=O)C, predict the reaction product. The product is: [NH2:20][C@H:21]([C:25]([O:27][CH2:28][CH:29]([CH2:69][O:70][C:71](=[O:89])[CH2:72][CH2:73][CH2:74][CH2:75][CH2:76][CH2:77][CH2:78][CH2:79][CH2:80][CH2:81][CH2:82][CH2:83][CH2:84][CH2:85][CH2:86][CH2:87][CH3:88])[CH2:30][CH2:31][CH2:32][C:33]([O:35][CH:36]([CH2:37][O:38][C:39]1[CH:48]=[CH:47][CH:46]=[C:45]2[C:40]=1[C:41](=[O:52])[CH:42]=[C:43]([C:49]([OH:51])=[O:50])[O:44]2)[CH2:53][O:54][C:55]1[CH:64]=[CH:63][CH:62]=[C:61]2[C:56]=1[C:57](=[O:68])[CH:58]=[C:59]([C:65]([OH:67])=[O:66])[O:60]2)=[O:34])=[O:26])[CH:22]([CH3:24])[CH3:23].